This data is from Catalyst prediction with 721,799 reactions and 888 catalyst types from USPTO. The task is: Predict which catalyst facilitates the given reaction. (1) Reactant: [CH3:1][O:2][C:3]1[C:12]2[C:7](=[CH:8][C:9]([C:13]([F:16])([F:15])[F:14])=[CH:10][CH:11]=2)[N:6]=[CH:5][CH:4]=1.ClC1C=CC=C(C(OO)=[O:25])C=1.C(=O)([O-])O.[Na+]. Product: [CH3:1][O:2][C:3]1[C:12]2[C:7](=[CH:8][C:9]([C:13]([F:16])([F:14])[F:15])=[CH:10][CH:11]=2)[N+:6]([O-:25])=[CH:5][CH:4]=1. The catalyst class is: 22. (2) Reactant: [CH3:1][O:2][C:3]1[CH:8]=[CH:7][C:6]([C:9]2[O:10][C:11]3[CH:20]=[CH:19][C:18]([NH:21][C:22](=[O:24])[CH3:23])=[CH:17][C:12]=3[C:13](=[O:16])[C:14]=2[OH:15])=[CH:5][CH:4]=1. Product: [CH3:1][O:2][C:3]1[CH:4]=[CH:5][C:6]([C:9]2[O:10][C:11]3[CH:20]=[CH:19][C:18]([NH:21][C:22](=[O:24])[CH3:23])=[CH:17][C:12]=3[C:13](=[O:16])[C:14]=2[O:15][CH2:9][C:6]2[CH:7]=[CH:8][CH:3]=[CH:4][CH:5]=2)=[CH:7][CH:8]=1. The catalyst class is: 147. (3) Reactant: CN(C)C=O.Cl[C:7]1[CH:12]=[C:11]([O:13][CH2:14][C:15]#[C:16][CH3:17])[N:10]=[CH:9][N:8]=1.C(=O)([O-])[O-].[K+].[K+].[NH:24]1[CH2:28][CH2:27][CH2:26][CH2:25]1. Product: [CH2:14]([O:13][C:11]1[CH:12]=[C:7]([N:24]2[CH2:28][CH2:27][CH2:26][CH2:25]2)[N:8]=[CH:9][N:10]=1)[C:15]#[C:16][CH3:17]. The catalyst class is: 13. (4) Reactant: [Br:1][C:2]1[CH:3]=[CH:4][C:5]([NH:12][C:13]([O:15][CH:16]([CH3:18])[CH3:17])=[O:14])=[C:6]([CH:11]=1)[C:7]([O:9][CH3:10])=[O:8].Br[CH2:20][CH2:21][CH2:22][C:23]([O:25][CH3:26])=[O:24].C(=O)([O-])[O-].[Cs+].[Cs+].O. Product: [Br:1][C:2]1[CH:3]=[CH:4][C:5]([N:12]([C:13]([O:15][CH:16]([CH3:18])[CH3:17])=[O:14])[CH2:20][CH2:21][CH2:22][C:23]([O:25][CH3:26])=[O:24])=[C:6]([CH:11]=1)[C:7]([O:9][CH3:10])=[O:8]. The catalyst class is: 9. (5) Reactant: [CH3:1][O:2][C:3]1[C:4](=[O:19])[C:5]([C:15]([O:17]C)=[O:16])=[N:6][N:7]([C:9]2[CH:14]=[CH:13][CH:12]=[CH:11][CH:10]=2)[CH:8]=1.[OH-].[Na+].Cl. Product: [CH3:1][O:2][C:3]1[C:4](=[O:19])[C:5]([C:15]([OH:17])=[O:16])=[N:6][N:7]([C:9]2[CH:14]=[CH:13][CH:12]=[CH:11][CH:10]=2)[CH:8]=1. The catalyst class is: 5. (6) Reactant: [CH3:1][O:2][C:3]1[C:4]([OH:21])=[CH:5][C:6]([OH:20])=[C:7]2[C:12](=[O:13])[CH:11]=[C:10]([C:14]3[CH:15]=[CH:16][CH:17]=[CH:18][CH:19]=3)[O:9][C:8]=12.[CH2:22]=O.[CH3:24][N:25]1[CH2:30][CH2:29][NH:28][CH2:27][CH2:26]1. Product: [CH3:24][N:25]1[CH2:30][CH2:29][N:28]([CH2:22][C:5]2[C:6]([OH:20])=[C:7]3[C:8](=[C:3]([O:2][CH3:1])[C:4]=2[OH:21])[O:9][C:10]([C:14]2[CH:19]=[CH:18][CH:17]=[CH:16][CH:15]=2)=[CH:11][C:12]3=[O:13])[CH2:27][CH2:26]1. The catalyst class is: 5. (7) Reactant: [H-].[Na+].[Br:3][C:4]1[CH:5]=[C:6]2[C:10](=[CH:11][CH:12]=1)[NH:9][CH:8]=[CH:7]2.[CH3:13][Si:14]([CH3:21])([CH3:20])[CH2:15][CH2:16][O:17][CH2:18]Cl.[Cl-].[NH4+]. Product: [Br:3][C:4]1[CH:5]=[C:6]2[C:10](=[CH:11][CH:12]=1)[N:9]([CH2:18][O:17][CH2:16][CH2:15][Si:14]([CH3:21])([CH3:20])[CH3:13])[CH:8]=[CH:7]2. The catalyst class is: 365.